Regression. Given a peptide amino acid sequence and an MHC pseudo amino acid sequence, predict their binding affinity value. This is MHC class I binding data. From a dataset of Peptide-MHC class I binding affinity with 185,985 pairs from IEDB/IMGT. (1) The peptide sequence is YCPGTTVTL. The MHC is HLA-B15:01 with pseudo-sequence HLA-B15:01. The binding affinity (normalized) is 0.0847. (2) The peptide sequence is YTVTYPNL. The MHC is H-2-Kb with pseudo-sequence H-2-Kb. The binding affinity (normalized) is 0.630.